From a dataset of hERG potassium channel inhibition data for cardiac toxicity prediction from Karim et al.. Regression/Classification. Given a drug SMILES string, predict its toxicity properties. Task type varies by dataset: regression for continuous values (e.g., LD50, hERG inhibition percentage) or binary classification for toxic/non-toxic outcomes (e.g., AMES mutagenicity, cardiotoxicity, hepatotoxicity). Dataset: herg_karim. (1) The molecule is CC(=O)N1CCN(C(=O)CN2Cc3c(nc(C)c(CN)c3-c3ccc(Cl)cc3Cl)C2=O)CC1. The result is 0 (non-blocker). (2) The molecule is CCOc1cc2ncc(C(N)=O)c(Nc3ccc(C)cc3F)c2cc1N1CCN(C)CC1. The result is 0 (non-blocker). (3) The molecule is Cc1ccc(C(SCC(N)C(=O)O)(c2ccccc2)c2ccccc2)cc1C. The result is 0 (non-blocker). (4) The drug is CC1(C#Cc2cnc3c(c2)[C@]2(COC(N)=N2)c2cc(-c4cccnc4F)ccc2O3)COC1. The result is 0 (non-blocker). (5) The compound is c1ncc(-c2ccc(OCCCN3CCCCC3)cc2)o1. The result is 1 (blocker). (6) The drug is c1cc(C2CCCCC2)ccc1OCCCN1CCCCC1. The result is 1 (blocker). (7) The drug is CCOc1ccccc1OCCNC(C)Cc1ccc(OC)c(S(N)(=O)=O)c1. The result is 0 (non-blocker). (8) The drug is O=C(CCc1ccccc1)NC1CCc2ccc(CCN3CCN(c4nsc5ccccc45)CC3)cc21. The result is 1 (blocker). (9) The drug is CNC1CCN(c2nc(N)nc3c2oc2ncc(Cl)cc23)C1. The result is 0 (non-blocker).